This data is from Forward reaction prediction with 1.9M reactions from USPTO patents (1976-2016). The task is: Predict the product of the given reaction. (1) Given the reactants [C:1]1([CH2:7][O:8][C:9]([N:11]2[CH2:15][CH2:14][CH:13]([C:16]([OH:18])=[O:17])[NH:12]2)=[O:10])[CH:6]=[CH:5][CH:4]=[CH:3][CH:2]=1.CCN(C(C)C)C(C)C.[CH:28]([N:30]([CH2:39][C@@H:40]([CH2:44][CH2:45][CH2:46][CH2:47][CH3:48])[C:41](F)=[O:42])[O:31][CH2:32][C:33]1[CH:38]=[CH:37][CH:36]=[CH:35][CH:34]=1)=[O:29].CC(O)=O, predict the reaction product. The product is: [CH:28]([N:30]([CH2:39][C@@H:40]([CH2:44][CH2:45][CH2:46][CH2:47][CH3:48])[C:41]([N:12]1[C@H:13]([C:16]([OH:18])=[O:17])[CH2:14][CH2:15][N:11]1[C:9]([O:8][CH2:7][C:1]1[CH:6]=[CH:5][CH:4]=[CH:3][CH:2]=1)=[O:10])=[O:42])[O:31][CH2:32][C:33]1[CH:34]=[CH:35][CH:36]=[CH:37][CH:38]=1)=[O:29]. (2) Given the reactants [CH3:1]O.Cl[CH2:4][C:5](=[O:10])[CH2:6][C:7]([O-:9])=[O:8].[F:11][C:12]1[C:17]([F:18])=[CH:16][CH:15]=[CH:14][C:13]=1[SH:19], predict the reaction product. The product is: [CH3:1][O:9][C:7](=[O:8])[CH2:6][C:5](=[O:10])[CH2:4][S:19][C:13]1[CH:14]=[CH:15][CH:16]=[C:17]([F:18])[C:12]=1[F:11]. (3) Given the reactants NN.[OH-:3].[Na+].[C:5]1([C:11]([N:24]=[C:25]=O)(C2C=CC=CC=2)C2C=CC=CC=2)C=[CH:9][CH:8]=[CH:7][CH:6]=1, predict the reaction product. The product is: [CH3:25][N:24]1[CH2:11][CH2:5][CH2:6][CH2:7][CH:8]1[CH2:9][OH:3]. (4) The product is: [Br:1][C:2]1[CH:3]=[C:4]([CH:9]2[C:18]3[C:17](=[O:19])[NH:16][CH:15]=[CH:14][C:13]=3[NH:12][C:11]([CH3:20])=[C:10]2[C:21]([O:23][CH3:24])=[O:22])[CH:5]=[CH:6][C:7]=1[F:8]. Given the reactants [Br:1][C:2]1[CH:3]=[C:4]([CH:9]2[C:18]3[C:17](=[O:19])[NH:16][CH2:15][CH2:14][C:13]=3[NH:12][C:11]([CH3:20])=[C:10]2[C:21]([O:23][CH3:24])=[O:22])[CH:5]=[CH:6][C:7]=1[F:8].BrN1C(=O)CCC1=O, predict the reaction product. (5) Given the reactants Cl[C:2]1[C:12]2[CH:11]=[C:10]([C:13]([O:15][CH3:16])=[O:14])[CH2:9][CH2:8][NH:7][C:6]=2[N:5]=[CH:4][N:3]=1.[Cl:17][C:18]1[CH:19]=[C:20]([CH:22]=[CH:23][C:24]=1[O:25][C:26]1[CH:31]=[CH:30][CH:29]=[C:28]([S:32][CH2:33][C:34]([F:37])([F:36])[F:35])[CH:27]=1)[NH2:21].[Cl-].[NH+]1C=CC=CC=1, predict the reaction product. The product is: [Cl:17][C:18]1[CH:19]=[C:20]([NH:21][C:2]2[C:12]3[CH:11]=[C:10]([C:13]([O:15][CH3:16])=[O:14])[CH2:9][CH2:8][NH:7][C:6]=3[N:5]=[CH:4][N:3]=2)[CH:22]=[CH:23][C:24]=1[O:25][C:26]1[CH:31]=[CH:30][CH:29]=[C:28]([S:32][CH2:33][C:34]([F:35])([F:36])[F:37])[CH:27]=1. (6) Given the reactants [Cl:1][C:2]1[CH:3]=[C:4]2[C:8](=[CH:9][CH:10]=1)[NH:7][CH:6]=[C:5]2[CH2:11][CH2:12][NH:13][C:14](=[O:23])[C:15]1[CH:20]=[CH:19][C:18]([CH2:21]Cl)=[CH:17][CH:16]=1.[CH:24]1([NH2:29])[CH2:28][CH2:27][CH2:26][CH2:25]1.[I-].[Na+], predict the reaction product. The product is: [Cl:1][C:2]1[CH:3]=[C:4]2[C:8](=[CH:9][CH:10]=1)[NH:7][CH:6]=[C:5]2[CH2:11][CH2:12][NH:13][C:14](=[O:23])[C:15]1[CH:20]=[CH:19][C:18]([CH2:21][NH:29][CH:24]2[CH2:28][CH2:27][CH2:26][CH2:25]2)=[CH:17][CH:16]=1. (7) Given the reactants C(OC([N:8]1[CH2:13][CH2:12][CH:11]([C:14]([N:16]2[CH2:20][C@H:19]([N:21]([C:25]([O:27][C:28]3[CH:33]=[CH:32][C:31]([F:34])=[CH:30][CH:29]=3)=[O:26])[CH:22]([CH3:24])[CH3:23])[C@@H:18]([C:35]3[CH:40]=[CH:39][C:38]([Cl:41])=[CH:37][CH:36]=3)[CH2:17]2)=[O:15])[CH2:10][CH2:9]1)=O)(C)(C)C.C(O)(C(F)(F)F)=O, predict the reaction product. The product is: [F:34][C:31]1[CH:32]=[CH:33][C:28]([O:27][C:25](=[O:26])[N:21]([C@@H:19]2[C@@H:18]([C:35]3[CH:40]=[CH:39][C:38]([Cl:41])=[CH:37][CH:36]=3)[CH2:17][N:16]([C:14]([CH:11]3[CH2:10][CH2:9][NH:8][CH2:13][CH2:12]3)=[O:15])[CH2:20]2)[CH:22]([CH3:23])[CH3:24])=[CH:29][CH:30]=1.